This data is from Reaction yield outcomes from USPTO patents with 853,638 reactions. The task is: Predict the reaction yield, written as a fraction of the theoretical maximum amount of product (1.0 means a 100% yield; for example, 0.34 means a 34% yield). (1) The reactants are C([O-])(=O)C.[Na+].[N+:6]([C:9]1[CH:17]=[CH:16][CH:15]=[C:14]2[C:10]=1[C:11](=O)[O:12][C:13]2=[O:18])([O-:8])=[O:7].[F:20][C:21]1[CH:26]=[CH:25][C:24]([CH2:27]C(O)=O)=[CH:23][C:22]=1[C:31]([N:33]1[CH2:38][CH2:37][CH:36]([O:39][CH3:40])[CH2:35][CH2:34]1)=[O:32]. No catalyst specified. The product is [F:20][C:21]1[CH:26]=[CH:25][C:24](/[CH:27]=[C:11]2\[O:12][C:13](=[O:18])[C:14]3[C:10]\2=[C:9]([N+:6]([O-:8])=[O:7])[CH:17]=[CH:16][CH:15]=3)=[CH:23][C:22]=1[C:31]([N:33]1[CH2:34][CH2:35][CH:36]([O:39][CH3:40])[CH2:37][CH2:38]1)=[O:32]. The yield is 0.0690. (2) The reactants are [OH:1][CH2:2][CH2:3][N:4]1[C:8](=[O:9])[C:7]2=[CH:10][CH:11]=[CH:12][CH:13]=[C:6]2[C:5]1=[O:14].C(N(CC)CC)C.S(=O)(=O)=O.N1C=CC=CC=1.C(O)(=O)CC(CC(O)=O)(C(O)=O)O. The catalyst is CS(C)=O.C(Cl)Cl. The product is [O:14]=[C:5]1[C:6]2[C:7](=[CH:10][CH:11]=[CH:12][CH:13]=2)[C:8](=[O:9])[N:4]1[CH2:3][CH:2]=[O:1]. The yield is 0.320. (3) The reactants are [NH2:1][C:2]1[N:3]([CH3:24])[C:4](=[O:23])[C:5]2([C:15]3[C:10](=[CH:11][CH:12]=[C:13](Br)[CH:14]=3)[O:9][CH:8]([C:17]3[CH:22]=[CH:21][CH:20]=[CH:19][CH:18]=3)[CH2:7]2)[N:6]=1.[C:25]([NH:28][C:29]1[CH:30]=[C:31](B(O)O)[CH:32]=[CH:33][CH:34]=1)(=[O:27])[CH3:26]. The catalyst is O1CCOCC1.C([O-])([O-])=O.[Cs+].[Cs+].Cl[Pd](Cl)([P](C1C=CC=CC=1)(C1C=CC=CC=1)C1C=CC=CC=1)[P](C1C=CC=CC=1)(C1C=CC=CC=1)C1C=CC=CC=1. The product is [NH2:1][C:2]1[N:3]([CH3:24])[C:4](=[O:23])[C:5]2([C:15]3[C:10](=[CH:11][CH:12]=[C:13]([C:33]4[CH:34]=[C:29]([NH:28][C:25](=[O:27])[CH3:26])[CH:30]=[CH:31][CH:32]=4)[CH:14]=3)[O:9][CH:8]([C:17]3[CH:22]=[CH:21][CH:20]=[CH:19][CH:18]=3)[CH2:7]2)[N:6]=1. The yield is 0.200. (4) The reactants are [OH-].[Li+].[Cl:3][C:4]1[CH:9]=[CH:8][C:7]([C:10]([NH:12][C@@H:13]([CH:18]2[CH2:23][CH2:22][CH2:21][CH2:20][CH2:19]2)[C:14]([O:16]C)=[O:15])=[O:11])=[C:6]([NH:24][C:25]([NH:27][C:28]2[C:33]([Cl:34])=[CH:32][CH:31]=[CH:30][C:29]=2[Cl:35])=[O:26])[CH:5]=1.CO. The catalyst is O.C1COCC1. The product is [Cl:3][C:4]1[CH:9]=[CH:8][C:7]([C:10]([NH:12][C@@H:13]([CH:18]2[CH2:23][CH2:22][CH2:21][CH2:20][CH2:19]2)[C:14]([OH:16])=[O:15])=[O:11])=[C:6]([NH:24][C:25]([NH:27][C:28]2[C:29]([Cl:35])=[CH:30][CH:31]=[CH:32][C:33]=2[Cl:34])=[O:26])[CH:5]=1. The yield is 0.0650. (5) The reactants are [CH3:1][N:2]([C:15]([C:17]1[O:18][CH:19]=[CH:20][CH:21]=1)=[O:16])[N:3]=[CH:4][C:5]([CH3:14])=[CH:6][C:7]1[CH:12]=[CH:11][CH:10]=[CH:9][C:8]=1[F:13].O.C1(C)C=CC(S(O)(=O)=O)=CC=1.CO.C([O-])([O-])=O.[Na+].[Na+]. The catalyst is ClCCl. The product is [F:13][C:8]1[CH:9]=[CH:10][CH:11]=[CH:12][C:7]=1[CH:6]=[C:5]([CH3:14])[CH2:4][NH:3][N:2]([CH3:1])[C:15]([C:17]1[O:18][CH:19]=[CH:20][CH:21]=1)=[O:16]. The yield is 0.830. (6) The reactants are C[O:2][C:3]([C:5]1[CH:10]=[N:9][C:8]([N:11]2[CH2:16][CH2:15][CH2:14][CH2:13][CH2:12]2)=[CH:7][N:6]=1)=[O:4].[OH-].[Na+].C1COCC1. The catalyst is O. The product is [N:11]1([C:8]2[N:9]=[CH:10][C:5]([C:3]([OH:4])=[O:2])=[N:6][CH:7]=2)[CH2:12][CH2:13][CH2:14][CH2:15][CH2:16]1. The yield is 0.700.